This data is from Forward reaction prediction with 1.9M reactions from USPTO patents (1976-2016). The task is: Predict the product of the given reaction. (1) The product is: [Cl:1][C:2]1[CH:7]=[C:6]2[NH:8][C:9](=[O:41])[C:10]3([CH:15]([C:16]4[CH:21]=[C:20]([Cl:22])[CH:19]=[CH:18][C:17]=4[O:23][C:24]([C:27]([OH:29])=[O:28])([CH3:25])[CH3:26])[CH2:14][C:13](=[O:31])[NH:12][CH:11]3[C:32]3[CH:37]=[C:36]([CH3:38])[CH:35]=[CH:34][C:33]=3[O:39][CH3:40])[C:5]2=[CH:4][CH:3]=1. Given the reactants [Cl:1][C:2]1[CH:7]=[C:6]2[NH:8][C:9](=[O:41])[C:10]3([CH:15]([C:16]4[CH:21]=[C:20]([Cl:22])[CH:19]=[CH:18][C:17]=4[O:23][C:24]([C:27]([O:29]C)=[O:28])([CH3:26])[CH3:25])[CH2:14][C:13](=[O:31])[NH:12][CH:11]3[C:32]3[CH:37]=[C:36]([CH3:38])[CH:35]=[CH:34][C:33]=3[O:39][CH3:40])[C:5]2=[CH:4][CH:3]=1.[OH-].[Na+].O, predict the reaction product. (2) Given the reactants [Br:1][C:2]1[C:3]([O:13][CH3:14])=[C:4]([CH:8]=[C:9]([O:11][CH3:12])[CH:10]=1)[C:5](O)=[O:6].S(Cl)(Cl)=O.C([N:21](CC)CC)C, predict the reaction product. The product is: [Br:1][C:2]1[C:3]([O:13][CH3:14])=[C:4]([CH:8]=[C:9]([O:11][CH3:12])[CH:10]=1)[C:5]([NH2:21])=[O:6]. (3) Given the reactants [CH3:1][O:2][C:3]1[C:12]([NH:13][C:14](=[O:22])OC2C=CC=CC=2)=[N:11][C:10]2[C:5](=[CH:6][CH:7]=[CH:8][CH:9]=2)[N:4]=1.[CH3:23][S:24][C:25]1[CH:30]=[CH:29][CH:28]=[CH:27][C:26]=1[N:31]1[CH2:36][CH2:35][NH:34][CH2:33][CH2:32]1, predict the reaction product. The product is: [CH3:1][O:2][C:3]1[C:12]([NH:13][C:14]([N:34]2[CH2:33][CH2:32][N:31]([C:26]3[CH:27]=[CH:28][CH:29]=[CH:30][C:25]=3[S:24][CH3:23])[CH2:36][CH2:35]2)=[O:22])=[N:11][C:10]2[C:5](=[CH:6][CH:7]=[CH:8][CH:9]=2)[N:4]=1. (4) Given the reactants [CH:1]1[CH:2]=[CH:3][C:4]([N:7]([N:14][C:15]2[C:16]([N+:27]([O-:29])=[O:28])=[CH:17][C:18]([N+:24]([O-:26])=[O:25])=[CH:19][C:20]=2[N+:21]([O-:23])=[O:22])[C:8]2[CH:9]=[CH:10][CH:11]=[CH:12][CH:13]=2)=[CH:5][CH:6]=1.[CH:30]1[CH:31]=[CH:32][C:33]([N:36]([NH:43][C:44]2[C:45]([N+:56]([O-:58])=[O:57])=[CH:46][C:47]([N+:53]([O-:55])=[O:54])=[CH:48][C:49]=2[N+:50]([O-:52])=[O:51])[C:37]2[CH:38]=[CH:39][CH:40]=[CH:41][CH:42]=2)=[CH:34][CH:35]=1, predict the reaction product. The product is: [CH:30]1[CH:31]=[CH:32][C:33]([N:36]([NH:43][C:44]2[C:45]([N+:56]([O-:58])=[O:57])=[CH:46][C:47]([N+:53]([O-:55])=[O:54])=[CH:48][C:49]=2[N+:50]([O-:52])=[O:51])[C:37]2[CH:38]=[CH:39][CH:40]=[CH:41][CH:42]=2)=[CH:34][CH:35]=1.[CH:30]1[CH:31]=[CH:32][C:33]([N:36]([NH:43][C:44]2[C:45]([N+:56]([O-:58])=[O:57])=[CH:46][C:47]([N+:53]([O-:55])=[O:54])=[CH:48][C:49]=2[N+:50]([O-:52])=[O:51])[C:37]2[CH:38]=[CH:39][CH:40]=[CH:41][CH:42]=2)=[CH:34][CH:35]=1.[CH:1]1[CH:2]=[CH:3][C:4]([N:7]([N:14][C:15]2[C:16]([N+:27]([O-:29])=[O:28])=[CH:17][C:18]([N+:24]([O-:26])=[O:25])=[CH:19][C:20]=2[N+:21]([O-:23])=[O:22])[C:8]2[CH:9]=[CH:10][CH:11]=[CH:12][CH:13]=2)=[CH:5][CH:6]=1. (5) The product is: [Br:1][C:2]1[N:6]2[C:7](=[O:15])[CH:8]=[C:9]([CH2:11][C:12](=[S:26])[NH2:14])[N:10]=[C:5]2[S:4][C:3]=1[CH3:16]. Given the reactants [Br:1][C:2]1[N:6]2[C:7](=[O:15])[CH:8]=[C:9]([CH2:11][C:12]([NH2:14])=O)[N:10]=[C:5]2[S:4][C:3]=1[CH3:16].COC1C=CC(P2(=S)SP(=S)(C3C=CC(OC)=CC=3)[S:26]2)=CC=1, predict the reaction product.